This data is from Reaction yield outcomes from USPTO patents with 853,638 reactions. The task is: Predict the reaction yield, written as a fraction of the theoretical maximum amount of product (1.0 means a 100% yield; for example, 0.34 means a 34% yield). (1) The reactants are [CH3:1][O:2][C:3]1[CH:4]=[C:5]([C:11]([N+:23]([O-])=O)=[CH:12][C:13]=1[O:14][CH2:15][CH:16]1[CH2:21][CH2:20][N:19]([CH3:22])[CH2:18][CH2:17]1)[C:6]([O:8][CH2:9][CH3:10])=[O:7].[H][H]. The catalyst is CO.[Pt]. The product is [NH2:23][C:11]1[C:5]([C:6]([O:8][CH2:9][CH3:10])=[O:7])=[CH:4][C:3]([O:2][CH3:1])=[C:13]([O:14][CH2:15][CH:16]2[CH2:21][CH2:20][N:19]([CH3:22])[CH2:18][CH2:17]2)[CH:12]=1. The yield is 0.800. (2) The reactants are [Cl:1][C:2]1[CH:3]=[C:4]2[C:9](=[CH:10][CH:11]=1)[C@@:8]1([CH2:17][O:16][C:15]3[CH:18]=[CH:19][C:20]([C:22]([OH:24])=[O:23])=[CH:21][C:14]=3[NH:13][CH2:12]1)[CH2:7][CH2:6][CH2:5]2.[CH3:25]O. No catalyst specified. The product is [Cl:1][C:2]1[CH:3]=[C:4]2[C:9](=[CH:10][CH:11]=1)[C@@:8]1([CH2:17][O:16][C:15]3[CH:18]=[CH:19][C:20]([C:22]([O:24][CH3:25])=[O:23])=[CH:21][C:14]=3[NH:13][CH2:12]1)[CH2:7][CH2:6][CH2:5]2. The yield is 0.770. (3) The reactants are [C@@H:1]1([N:10]2C=CC(N)=NC2=O)[O:9][C@H:6]([CH2:7]O)[C@@H:4](O)[C@H:2]1O.[C:18](OC(=O)C1C=CC=CC=1)(=O)[C:19]1C=CC=CC=1. The catalyst is CN(C=O)C. The product is [C:1]([NH2:10])(=[O:9])[C:2]1[CH:4]=[CH:6][CH:7]=[CH:19][CH:18]=1. The yield is 0.983. (4) The reactants are [Cl:1][C:2]1[CH:7]=[CH:6][C:5]([C:8]2[C:17]3[C:12](=[CH:13][CH:14]=[C:15]([C:18](O)=[O:19])[CH:16]=3)[CH:11]=[N:10][CH:9]=2)=[CH:4][CH:3]=1.F[B-](F)(F)F.[N:26]1(OC(N(C)C)=[N+](C)C)[C:30]2[CH:31]=[CH:32][CH:33]=[CH:34][C:29]=2[N:28]=N1.C(N(CC)C(C)C)(C)C.N1C=CC=CC=1CN. The catalyst is CN(C)C=O. The product is [Cl:1][C:2]1[CH:3]=[CH:4][C:5]([C:8]2[C:17]3[C:12](=[CH:13][CH:14]=[C:15]([C:18]([NH:28][CH2:29][C:34]4[CH:33]=[CH:32][CH:31]=[CH:30][N:26]=4)=[O:19])[CH:16]=3)[CH:11]=[N:10][CH:9]=2)=[CH:6][CH:7]=1. The yield is 0.560. (5) The reactants are [F:1][C:2]1[CH:7]=[CH:6][C:5]([S:8]([N:11]2[C:14]3([CH2:17][N:16]([C:18](OC(C)(C)C)=[O:19])[CH2:15]3)[CH2:13][CH2:12]2)(=[O:10])=[O:9])=[CH:4][CH:3]=1.FC(F)(F)C(O)=O.[Cl:32][C:33]1[CH:38]=[C:37]([Cl:39])[CH:36]=[CH:35][C:34]=1[CH2:40][N:41]=C=O.C(N(CC)CC)C. The catalyst is ClCCl.C(#N)C. The product is [Cl:32][C:33]1[CH:38]=[C:37]([Cl:39])[CH:36]=[CH:35][C:34]=1[CH2:40][NH:41][C:18]([N:16]1[CH2:15][C:14]2([N:11]([S:8]([C:5]3[CH:4]=[CH:3][C:2]([F:1])=[CH:7][CH:6]=3)(=[O:9])=[O:10])[CH2:12][CH2:13]2)[CH2:17]1)=[O:19]. The yield is 0.910.